The task is: Predict the reaction yield, written as a fraction of the theoretical maximum amount of product (1.0 means a 100% yield; for example, 0.34 means a 34% yield).. This data is from Reaction yield outcomes from USPTO patents with 853,638 reactions. (1) The reactants are Br[C:2]1[CH:3]=[C:4]2[C:9](=[N:10][CH:11]=1)[NH:8][CH2:7][CH2:6][CH:5]2[OH:12].[CH3:13][N:14]1[CH2:19][CH2:18][N:17]([C:20]2[CH:25]=[CH:24][C:23](B3OC(C)(C)C(C)(C)O3)=[CH:22][N:21]=2)[CH2:16][CH2:15]1.[NH4+].[OH-].C(Cl)Cl. The catalyst is CO. The product is [CH3:13][N:14]1[CH2:15][CH2:16][N:17]([C:20]2[N:21]=[CH:22][C:23]([C:2]3[CH:3]=[C:4]4[C:9](=[N:10][CH:11]=3)[NH:8][CH2:7][CH2:6][CH:5]4[OH:12])=[CH:24][CH:25]=2)[CH2:18][CH2:19]1. The yield is 0.220. (2) The product is [CH2:9]([O:8][C@H:7]1[C@H:6]([O:16][CH2:17][C:18]2[CH:19]=[CH:20][CH:21]=[CH:22][CH:23]=2)[C@@H:5]([CH2:24][O:25][CH2:26][C:27]2[CH:32]=[CH:31][CH:30]=[CH:29][CH:28]=2)[CH2:4][C@@H:3]([OH:33])[C@@H:2]1[NH:1][C:39]([N:41]1[CH2:42][CH2:43][CH2:47][CH2:45]1)=[S:40])[C:10]1[CH:11]=[CH:12][CH:13]=[CH:14][CH:15]=1. The reactants are [NH2:1][C@@H:2]1[C@@H:7]([O:8][CH2:9][C:10]2[CH:15]=[CH:14][CH:13]=[CH:12][CH:11]=2)[C@H:6]([O:16][CH2:17][C:18]2[CH:23]=[CH:22][CH:21]=[CH:20][CH:19]=2)[C@@H:5]([CH2:24][O:25][CH2:26][C:27]2[CH:32]=[CH:31][CH:30]=[CH:29][CH:28]=2)[CH2:4][C@H:3]1[OH:33].C1N=CN([C:39]([N:41]2[CH:45]=N[CH:43]=[CH:42]2)=[S:40])C=1.N1CCC[CH2:47]1. The catalyst is C(Cl)Cl. The yield is 0.990. (3) The reactants are N1C=CN=C1.[Si:6](Cl)([C:9]([CH3:12])([CH3:11])[CH3:10])([CH3:8])[CH3:7].[C:14]([O:25][CH2:26]C)(=[O:24])[C:15]1[CH:23]=[CH:22][C:20]([OH:21])=[C:17]([O:18][CH3:19])[CH:16]=1. The catalyst is CN(C)C=O. The product is [CH3:26][O:25][C:14](=[O:24])[C:15]1[CH:23]=[CH:22][C:20]([O:21][Si:6]([C:9]([CH3:12])([CH3:11])[CH3:10])([CH3:8])[CH3:7])=[C:17]([O:18][CH3:19])[CH:16]=1. The yield is 1.00. (4) The reactants are [BH-](OC(C)=O)(OC(C)=O)OC(C)=O.[Na+].[NH:15]1[CH2:19][CH2:18][CH2:17][CH2:16]1.[OH:20][C:21]1[CH:28]=[CH:27][C:24]([CH:25]=O)=[CH:23][CH:22]=1.Cl. The catalyst is C(Cl)Cl. The product is [N:15]1([CH2:25][C:24]2[CH:27]=[CH:28][C:21]([OH:20])=[CH:22][CH:23]=2)[CH2:19][CH2:18][CH2:17][CH2:16]1. The yield is 0.980. (5) The reactants are [OH:1][CH2:2][CH2:3][N:4]([CH3:16])[C:5]1[CH:15]=[CH:14][C:8]([C:9]([O:11][CH2:12][CH3:13])=[O:10])=[CH:7][CH:6]=1.[H-].[Na+].[CH3:19]I.O. The catalyst is CN(C=O)C. The product is [CH3:19][O:1][CH2:2][CH2:3][N:4]([CH3:16])[C:5]1[CH:15]=[CH:14][C:8]([C:9]([O:11][CH2:12][CH3:13])=[O:10])=[CH:7][CH:6]=1. The yield is 0.720.